This data is from Reaction yield outcomes from USPTO patents with 853,638 reactions. The task is: Predict the reaction yield, written as a fraction of the theoretical maximum amount of product (1.0 means a 100% yield; for example, 0.34 means a 34% yield). (1) The reactants are S(Cl)([Cl:3])=O.CN(C)C=O.[CH2:10]([O:17][C:18]1[CH:27]=[C:26]2[C:21]([C:22](=O)[CH:23]=[CH:24][NH:25]2)=[CH:20][C:19]=1[C:29]([O:31]C1C=CC=CC=1)=O)[C:11]1[CH:16]=[CH:15][CH:14]=[CH:13][CH:12]=1.[CH2:38]([NH2:40])[CH3:39]. The catalyst is O.C(OCC)(=O)C. The product is [CH2:38]([NH:40][C:29]([C:19]1[CH:20]=[C:21]2[C:26](=[CH:27][C:18]=1[O:17][CH2:10][C:11]1[CH:12]=[CH:13][CH:14]=[CH:15][CH:16]=1)[N:25]=[CH:24][CH:23]=[C:22]2[Cl:3])=[O:31])[CH3:39]. The yield is 0.340. (2) The reactants are [CH3:1][O:2][C:3]1[CH:4]=[C:5]([C:11]2[C:12](=[O:23])[O:13][C:14]3[C:19]([C:20]=2[CH3:21])=[CH:18][CH:17]=[C:16]([OH:22])[CH:15]=3)[CH:6]=[CH:7][C:8]=1[O:9][CH3:10].[I-].C[N+]1C=CN([C:31]([N:33]2[CH2:38][CH2:37][O:36][CH2:35][CH2:34]2)=[O:32])C=1. No catalyst specified. The product is [CH3:1][O:2][C:3]1[CH:4]=[C:5]([C:11]2[C:12](=[O:23])[O:13][C:14]3[C:19]([C:20]=2[CH3:21])=[CH:18][CH:17]=[C:16]([O:22][C:31]([N:33]2[CH2:38][CH2:37][O:36][CH2:35][CH2:34]2)=[O:32])[CH:15]=3)[CH:6]=[CH:7][C:8]=1[O:9][CH3:10]. The yield is 0.560. (3) The reactants are C([O:5][C:6](=[O:46])[C:7]([O:10]/[N:11]=[C:12](/[C:33]1[N:34]=[C:35]([NH:38]C(OC(C)(C)C)=O)[S:36][CH:37]=1)\[C:13]([NH:15][C@H:16]1[C@@H:19]([CH2:20][N:21]2[CH2:26][CH2:25][CH2:24][CH2:23][C:22]2=[O:27])[N:18]([S:28]([OH:31])(=[O:30])=[O:29])[C:17]1=[O:32])=[O:14])([CH3:9])[CH3:8])(C)(C)C.C(O)(C(F)(F)F)=O. The catalyst is C(Cl)Cl. The product is [NH2:38][C:35]1[S:36][CH:37]=[C:33](/[C:12](=[N:11]/[O:10][C:7]([CH3:9])([CH3:8])[C:6]([OH:46])=[O:5])/[C:13](=[O:14])[NH:15][C@H:16]2[C@@H:19]([CH2:20][N:21]3[CH2:26][CH2:25][CH2:24][CH2:23][C:22]3=[O:27])[N:18]([S:28]([OH:31])(=[O:29])=[O:30])[C:17]2=[O:32])[N:34]=1. The yield is 0.170. (4) The reactants are B1[CH:6]2[CH2:7][CH2:8][CH2:9][CH:2]1[CH2:3][CH2:4][CH2:5]2.C=CCCCCCC.[O-]P([O-])([O-])=O.[K+].[K+].[K+].[K+].[Br-].O.[O:29]=[C:30]1[CH2:39][CH2:38][CH2:37][C:36]2[CH:35]=[C:34](OS(C(F)(F)F)(=O)=O)[CH:33]=[CH:32][C:31]1=2. The catalyst is C1C=CC([P]([Pd]([P](C2C=CC=CC=2)(C2C=CC=CC=2)C2C=CC=CC=2)([P](C2C=CC=CC=2)(C2C=CC=CC=2)C2C=CC=CC=2)[P](C2C=CC=CC=2)(C2C=CC=CC=2)C2C=CC=CC=2)(C2C=CC=CC=2)C2C=CC=CC=2)=CC=1. The product is [CH2:8]([C:34]1[CH:35]=[C:36]2[C:31](=[CH:32][CH:33]=1)[C:30](=[O:29])[CH2:39][CH2:38][CH2:37]2)[CH2:9][CH2:2][CH2:3][CH2:4][CH2:5][CH2:6][CH3:7]. The yield is 0.820.